This data is from Full USPTO retrosynthesis dataset with 1.9M reactions from patents (1976-2016). The task is: Predict the reactants needed to synthesize the given product. Given the product [CH:31]([OH:33])=[O:32].[NH2:25][C:19]1[C:20]([NH:24][C:31](=[O:32])[O:33][CH3:34])=[C:21]([NH2:23])[N:22]=[C:17]([C:10]2[N:9]=[C:8]([CH2:7][C:6]3[CH:26]=[CH:27][CH:28]=[CH:29][C:5]=3[F:4])[N:12]3[C:11]=2[CH:16]=[CH:15][CH:14]=[N:13]3)[N:18]=1, predict the reactants needed to synthesize it. The reactants are: Cl.Cl.Cl.[F:4][C:5]1[CH:29]=[CH:28][CH:27]=[CH:26][C:6]=1[CH2:7][C:8]1[N:12]2[N:13]=[CH:14][CH:15]=[CH:16][C:11]2=[C:10]([C:17]2[N:22]=[C:21]([NH2:23])[C:20]([NH2:24])=[C:19]([NH2:25])[N:18]=2)[N:9]=1.Cl[C:31]([O:33][CH3:34])=[O:32].